Dataset: Catalyst prediction with 721,799 reactions and 888 catalyst types from USPTO. Task: Predict which catalyst facilitates the given reaction. (1) Reactant: [CH3:1][O:2][C:3](=[O:16])[C:4]1[CH:9]=[CH:8][C:7]([CH:10](O)[CH2:11][CH:12]([CH3:14])[CH3:13])=[CH:6][CH:5]=1.N(C(N1CCCCC1)=O)=NC(N1CCCCC1)=O.C(P(CCCC)CCCC)CCC.[Br:48][C:49]1[CH:54]=[CH:53][C:52]([SH:55])=[CH:51][CH:50]=1. Product: [CH3:1][O:2][C:3](=[O:16])[C:4]1[CH:9]=[CH:8][C:7]([CH:10]([S:55][C:52]2[CH:53]=[CH:54][C:49]([Br:48])=[CH:50][CH:51]=2)[CH2:11][CH:12]([CH3:14])[CH3:13])=[CH:6][CH:5]=1. The catalyst class is: 11. (2) Reactant: [NH2:1][C:2]1[CH:6]=[C:5]([S:7]([N:10]2[CH2:15][CH2:14][CH2:13][CH2:12][CH2:11]2)(=[O:9])=[O:8])[S:4][C:3]=1[N:16]1[CH2:21][CH2:20][CH:19]([C:22]([OH:24])=[O:23])[CH2:18][CH2:17]1.[Cl:25][C:26]1[CH:36]=[C:35]([F:37])[C:34]([F:38])=[CH:33][C:27]=1[C:28]([N:30]=[C:31]=[O:32])=[O:29]. Product: [Cl:25][C:26]1[CH:36]=[C:35]([F:37])[C:34]([F:38])=[CH:33][C:27]=1[C:28]([NH:30][C:31](=[O:32])[NH:1][C:2]1[CH:6]=[C:5]([S:7]([N:10]2[CH2:11][CH2:12][CH2:13][CH2:14][CH2:15]2)(=[O:9])=[O:8])[S:4][C:3]=1[N:16]1[CH2:17][CH2:18][CH:19]([C:22]([OH:24])=[O:23])[CH2:20][CH2:21]1)=[O:29]. The catalyst class is: 10. (3) Reactant: [H-].C([Al+]CC(C)C)C(C)C.C1(C)C=CC=CC=1.[CH3:18][CH:19]1[O:23][C:22](=[O:24])[CH:21]([S:25][C:26]2[CH:31]=[CH:30][CH:29]=[CH:28][N:27]=2)[CH2:20]1.CO.C(C(C(C([O-])=O)O)O)([O-])=O.[Na+].[K+]. Product: [CH3:18][CH:19]1[O:23][CH:22]([OH:24])[CH:21]([S:25][C:26]2[CH:31]=[CH:30][CH:29]=[CH:28][N:27]=2)[CH2:20]1. The catalyst class is: 7. (4) Reactant: [CH3:1][C:2]1[S:3][CH:4]=[C:5]([CH3:7])[N:6]=1.[Br:8][CH2:9][C:10]([C:12]1[CH:17]=[CH:16][CH:15]=[CH:14][CH:13]=1)=[O:11]. Product: [Br-:8].[CH3:1][C:2]1[S:3][CH:4]=[C:5]([CH3:7])[N+:6]=1[CH2:9][C:10](=[O:11])[C:12]1[CH:17]=[CH:16][CH:15]=[CH:14][CH:13]=1. The catalyst class is: 10. (5) Reactant: Cl.CN(C)CCCN=C=NCC.[F:13][C:14]1[CH:15]=[C:16]([NH:21][CH:22]([C:24]2[CH:25]=[C:26]([C:41](O)=[O:42])[CH:27]=[C:28]3[C:33]=2[O:32][C:31]([N:34]2[CH2:39][CH2:38][O:37][CH2:36][CH2:35]2)=[CH:30][C:29]3=[O:40])[CH3:23])[CH:17]=[C:18]([F:20])[CH:19]=1.[Si:44]([O:61][CH2:62][CH2:63][NH:64][CH3:65])([C:57]([CH3:60])([CH3:59])[CH3:58])([C:51]1[CH:56]=[CH:55][CH:54]=[CH:53][CH:52]=1)[C:45]1[CH:50]=[CH:49][CH:48]=[CH:47][CH:46]=1.OC1C=CC=C[N+]=1[O-]. Product: [Si:44]([O:61][CH2:62][CH2:63][N:64]([CH3:65])[C:41]([C:26]1[CH:27]=[C:28]2[C:33](=[C:24]([CH:22]([NH:21][C:16]3[CH:17]=[C:18]([F:20])[CH:19]=[C:14]([F:13])[CH:15]=3)[CH3:23])[CH:25]=1)[O:32][C:31]([N:34]1[CH2:39][CH2:38][O:37][CH2:36][CH2:35]1)=[CH:30][C:29]2=[O:40])=[O:42])([C:57]([CH3:59])([CH3:60])[CH3:58])([C:51]1[CH:52]=[CH:53][CH:54]=[CH:55][CH:56]=1)[C:45]1[CH:46]=[CH:47][CH:48]=[CH:49][CH:50]=1. The catalyst class is: 2. (6) Reactant: [C:1]([CH:3]1[CH2:6][N:5]([C:7](=[O:40])[C@H:8]([NH:10][C:11]([C:13]2[C:21]3[C:16](=[N:17][CH:18]=[C:19]([C:22]4[C:30]5[C:25](=[CH:26][C:27]([Cl:31])=[CH:28][CH:29]=5)[NH:24][N:23]=4)[N:20]=3)[N:15](COCC[Si](C)(C)C)[CH:14]=2)=[O:12])[CH3:9])[CH2:4]1)#[N:2].FC(F)(F)C(O)=O.C(N)CN. Product: [C:1]([CH:3]1[CH2:4][N:5]([C:7](=[O:40])[C@H:8]([NH:10][C:11]([C:13]2[C:21]3[C:16](=[N:17][CH:18]=[C:19]([C:22]4[C:30]5[C:25](=[CH:26][C:27]([Cl:31])=[CH:28][CH:29]=5)[NH:24][N:23]=4)[N:20]=3)[NH:15][CH:14]=2)=[O:12])[CH3:9])[CH2:6]1)#[N:2]. The catalyst class is: 4.